This data is from Forward reaction prediction with 1.9M reactions from USPTO patents (1976-2016). The task is: Predict the product of the given reaction. (1) Given the reactants [N:1]1[CH:6]=[CH:5][CH:4]=[CH:3][C:2]=1[C:7]1[CH2:8][CH2:9][N:10]([CH2:13][CH2:14][CH2:15][NH2:16])[CH2:11][CH:12]=1, predict the reaction product. The product is: [NH2:16][CH2:15][CH2:14][CH2:13][N:10]1[CH2:11][CH2:12][CH:7]([C:2]2[CH:3]=[CH:4][CH:5]=[CH:6][N:1]=2)[CH2:8][CH2:9]1. (2) Given the reactants Cl[C:2]1[C:11]2[CH:10]=[CH:9][C:8]3[O:12][C:13]([F:16])([F:15])[O:14][C:7]=3[C:6]=2[N:5]=[C:4]([Cl:17])[N:3]=1.[Cl:18][C:19]1[C:24]([CH2:25][C:26]([NH:28][NH2:29])=[O:27])=[CH:23][CH:22]=[CH:21][N:20]=1.C(N(CC)C(C)C)(C)C, predict the reaction product. The product is: [Cl:17][C:4]1[N:3]=[C:2]([NH:29][NH:28][C:26](=[O:27])[CH2:25][C:24]2[C:19]([Cl:18])=[N:20][CH:21]=[CH:22][CH:23]=2)[C:11]2[CH:10]=[CH:9][C:8]3[O:12][C:13]([F:16])([F:15])[O:14][C:7]=3[C:6]=2[N:5]=1. (3) Given the reactants [C:1]([O:5][C:6]([N:8]1[CH2:13][CH2:12][CH2:11][C:10]([CH3:17])([C:14](O)=[O:15])[N:9]1[C:18]([O:20][C:21]([CH3:24])([CH3:23])[CH3:22])=[O:19])=[O:7])([CH3:4])([CH3:3])[CH3:2].Cl.[Br:26][C:27]1[CH:36]=[C:35]2[C:30]([CH:31]=[CH:32][C:33]([C@H:37]([NH2:39])[CH3:38])=[N:34]2)=[CH:29][CH:28]=1.C(N(CC)C(C)C)(C)C.F[P-](F)(F)(F)(F)F.CN(C(ON1C2=NC=CC=C2N=N1)=[N+](C)C)C, predict the reaction product. The product is: [C:1]([O:5][C:6]([N:8]1[CH2:13][CH2:12][CH2:11][C:10]([C:14](=[O:15])[NH:39][C@@H:37]([C:33]2[CH:32]=[CH:31][C:30]3[C:35](=[CH:36][C:27]([Br:26])=[CH:28][CH:29]=3)[N:34]=2)[CH3:38])([CH3:17])[N:9]1[C:18]([O:20][C:21]([CH3:24])([CH3:23])[CH3:22])=[O:19])=[O:7])([CH3:4])([CH3:2])[CH3:3]. (4) Given the reactants Br[C:2]1[C:7]([OH:8])=[CH:6][CH:5]=[CH:4][N:3]=1.[O:9](S(C(F)(F)F)(=O)=O)[S:10]([C:13]([F:16])([F:15])[F:14])(=O)=[O:11].N1[CH:29]=[CH:28][CH:27]=CC=1, predict the reaction product. The product is: [CH:27]1([C:2]2[C:7]([O:8][S:10]([C:13]([F:16])([F:15])[F:14])(=[O:11])=[O:9])=[CH:6][CH:5]=[CH:4][N:3]=2)[CH2:28][CH2:29]1. (5) The product is: [F:1][C:2]1[C:3]([I:14])=[C:4]2[C:5]([C:10](=[O:16])[C:9](=[O:13])[NH:8]2)=[CH:6][CH:7]=1. Given the reactants [F:1][C:2]1[C:3]([I:14])=[C:4]([NH:8][C:9](=[O:13])/[CH:10]=N\O)[CH:5]=[CH:6][CH:7]=1.S(=O)(=O)(O)[OH:16], predict the reaction product.